Dataset: Forward reaction prediction with 1.9M reactions from USPTO patents (1976-2016). Task: Predict the product of the given reaction. (1) The product is: [CH3:13][N:14]1[CH:23]=[C:22]([C:2]2[CH:8]=[C:7]([S:9]([CH3:12])(=[O:11])=[O:10])[CH:6]=[CH:5][C:3]=2[NH:4][C:37]([CH:34]2[CH2:36][CH2:35]2)=[O:38])[C:21]2[C:16](=[CH:17][CH:18]=[CH:19][CH:20]=2)[C:15]1=[O:33]. Given the reactants Br[C:2]1[CH:8]=[C:7]([S:9]([CH3:12])(=[O:11])=[O:10])[CH:6]=[CH:5][C:3]=1[NH2:4].[CH3:13][N:14]1[CH:23]=[C:22](B2OC(C)(C)C(C)(C)O2)[C:21]2[C:16](=[CH:17][CH:18]=[CH:19][CH:20]=2)[C:15]1=[O:33].[CH:34]1([C:37](Cl)=[O:38])[CH2:36][CH2:35]1.C(N(C(C)C)CC)(C)C, predict the reaction product. (2) The product is: [C:39]([O:38][C:37]([N:36]([C:31]1[C:32]2[C:27](=[CH:26][C:25]([NH:24][C@H:12]3[C:10](=[O:11])[N:9]([CH3:51])[CH2:8][C:6]4[CH:7]=[C:2]([CH:3]=[C:4]([F:58])[C:5]=4[S:52]([CH:55]([CH3:57])[CH3:56])(=[O:53])=[O:54])[NH:1][C:59](=[O:60])[O:21][CH2:20][C@H:19]([CH3:22])[C:16]4[CH:17]=[CH:18][C:13]3=[CH:14][C:15]=4[CH3:23])=[C:34]([F:35])[CH:33]=2)[CH:28]=[CH:29][N:30]=1)[C:44](=[O:45])[O:46][C:47]([CH3:48])([CH3:49])[CH3:50])=[O:43])([CH3:42])([CH3:40])[CH3:41]. Given the reactants [NH2:1][C:2]1[CH:3]=[C:4]([F:58])[C:5]([S:52]([CH:55]([CH3:57])[CH3:56])(=[O:54])=[O:53])=[C:6]([CH2:8][N:9]([CH3:51])[C:10]([CH:12]([NH:24][C:25]2[CH:26]=[C:27]3[C:32](=[CH:33][C:34]=2[F:35])[C:31]([N:36]([C:44]([O:46][C:47]([CH3:50])([CH3:49])[CH3:48])=[O:45])[C:37](=[O:43])[O:38][C:39]([CH3:42])([CH3:41])[CH3:40])=[N:30][CH:29]=[CH:28]3)[C:13]2[CH:18]=[CH:17][C:16]([C@@H:19]([CH3:22])[CH2:20][OH:21])=[C:15]([CH3:23])[CH:14]=2)=[O:11])[CH:7]=1.[C:59](Cl)(Cl)=[O:60], predict the reaction product.